Task: Predict the product of the given reaction.. Dataset: Forward reaction prediction with 1.9M reactions from USPTO patents (1976-2016) (1) Given the reactants [C:1]([C:4]1[O:8][C:7]([S:9]([N:12]2[C:16]([C:17]3[C:18]([F:23])=[N:19][CH:20]=[CH:21][CH:22]=3)=[C:15]([F:24])[C:14]([CH2:25][N:26](C)[C:27](=O)OC(C)(C)C)=[CH:13]2)(=[O:11])=[O:10])=[CH:6][CH:5]=1)(=[O:3])[CH3:2].C(OCC)(=O)C.[ClH:41], predict the reaction product. The product is: [ClH:41].[F:24][C:15]1[C:14]([CH2:25][NH:26][CH3:27])=[CH:13][N:12]([S:9]([C:7]2[O:8][C:4]([C:1](=[O:3])[CH3:2])=[CH:5][CH:6]=2)(=[O:11])=[O:10])[C:16]=1[C:17]1[C:18]([F:23])=[N:19][CH:20]=[CH:21][CH:22]=1. (2) Given the reactants CC1(C)C(C)(C)OB([C:9]2[CH:10]=[CH:11][C:12]3[O:18][CH2:17][CH2:16][N:15]([C:19]([O:21][C:22]([CH3:25])([CH3:24])[CH3:23])=[O:20])[CH2:14][C:13]=3[CH:26]=2)O1.Br[C:29]1[S:33][CH:32]=[N:31][CH:30]=1.C(=O)([O-])[O-].[K+].[K+], predict the reaction product. The product is: [S:33]1[C:29]([C:9]2[CH:10]=[CH:11][C:12]3[O:18][CH2:17][CH2:16][N:15]([C:19]([O:21][C:22]([CH3:23])([CH3:24])[CH3:25])=[O:20])[CH2:14][C:13]=3[CH:26]=2)=[CH:30][N:31]=[CH:32]1. (3) Given the reactants Cl[C:2]1[C:11]2[C:6](=[C:7]([O:15][CH3:16])[CH:8]=[C:9]([N+:12]([O-:14])=[O:13])[CH:10]=2)[N:5]=[CH:4][C:3]=1[C:17]#[N:18].[Cl:19][C:20]1[CH:21]=[C:22]([CH:24]=[CH:25][C:26]=1[F:27])[NH2:23], predict the reaction product. The product is: [Cl:19][C:20]1[CH:21]=[C:22]([NH:23][C:2]2[C:11]3[C:6](=[C:7]([O:15][CH3:16])[CH:8]=[C:9]([N+:12]([O-:14])=[O:13])[CH:10]=3)[N:5]=[CH:4][C:3]=2[C:17]#[N:18])[CH:24]=[CH:25][C:26]=1[F:27]. (4) Given the reactants [CH3:1][CH:2]([O:4][C:5]1[CH:6]=[C:7]([C:25]([NH:27][C:28]2[CH:32]=[CH:31][N:30](C(OC(C)(C)C)=O)[N:29]=2)=[O:26])[CH:8]=[C:9]([O:11][C:12]2[CH:24]=[CH:23][C:15]3[C:16](=[O:22])[N:17]([CH3:21])[CH2:18][CH2:19][O:20][C:14]=3[CH:13]=2)[CH:10]=1)[CH3:3], predict the reaction product. The product is: [CH3:3][CH:2]([O:4][C:5]1[CH:6]=[C:7]([CH:8]=[C:9]([O:11][C:12]2[CH:24]=[CH:23][C:15]3[C:16](=[O:22])[N:17]([CH3:21])[CH2:18][CH2:19][O:20][C:14]=3[CH:13]=2)[CH:10]=1)[C:25]([NH:27][C:28]1[CH:32]=[CH:31][NH:30][N:29]=1)=[O:26])[CH3:1].